Dataset: Reaction yield outcomes from USPTO patents with 853,638 reactions. Task: Predict the reaction yield, written as a fraction of the theoretical maximum amount of product (1.0 means a 100% yield; for example, 0.34 means a 34% yield). (1) The reactants are [NH2:1][C:2]([CH3:6])([CH3:5])[CH2:3][OH:4].[CH3:7][O:8][C:9]1[CH:17]=[C:16]([C:18]([F:21])([F:20])[F:19])[CH:15]=[C:14]([O:22][CH3:23])[C:10]=1[C:11](Cl)=[O:12].O. The catalyst is ClCCl. The product is [OH:4][CH2:3][C:2]([NH:1][C:11](=[O:12])[C:10]1[C:14]([O:22][CH3:23])=[CH:15][C:16]([C:18]([F:19])([F:20])[F:21])=[CH:17][C:9]=1[O:8][CH3:7])([CH3:6])[CH3:5]. The yield is 0.946. (2) The reactants are [C:1](OC(=O)C)(=[O:3])[CH3:2].[NH2:8][CH2:9][C:10]1[CH:11]=[C:12]2[C:16](=[CH:17][CH:18]=1)[N:15]([C:19]1[CH:24]=[C:23]([I:25])[CH:22]=[CH:21][N:20]=1)[N:14]=[C:13]2[C:26]([NH2:28])=[O:27].C(N(CC)CC)C.ClCCl. No catalyst specified. The product is [C:1]([NH:8][CH2:9][C:10]1[CH:11]=[C:12]2[C:16](=[CH:17][CH:18]=1)[N:15]([C:19]1[CH:24]=[C:23]([I:25])[CH:22]=[CH:21][N:20]=1)[N:14]=[C:13]2[C:26]([NH2:28])=[O:27])(=[O:3])[CH3:2]. The yield is 0.290. (3) The reactants are [OH:1][CH:2]([CH2:12][OH:13])[CH2:3][NH:4][C:5](=[O:11])[O:6][C:7]([CH3:10])([CH3:9])[CH3:8].[Si:14](Cl)([C:17]([CH3:20])([CH3:19])[CH3:18])([CH3:16])[CH3:15].C(N(CC)CC)C. The catalyst is C(Cl)Cl.CN(C1C=CN=CC=1)C. The product is [C:7]([O:6][C:5](=[O:11])[NH:4][CH2:3][CH:2]([OH:1])[CH2:12][O:13][Si:14]([C:17]([CH3:20])([CH3:19])[CH3:18])([CH3:16])[CH3:15])([CH3:9])([CH3:10])[CH3:8]. The yield is 0.950. (4) The reactants are FC(F)(F)C(O)=O.C([O:15][C:16]1[CH:17]=[C:18]([CH:39]=[CH:40][CH:41]=1)[O:19][C:20]1[S:24][C:23]([CH2:25][NH:26][C:27]([C:29]2[CH:30]=[C:31]3[C:36](=[CH:37][CH:38]=2)[N:35]=[CH:34][CH:33]=[CH:32]3)=[O:28])=[CH:22][CH:21]=1)C1C=CC=CC=1.C(=O)(O)[O-].[Na+]. The catalyst is C1(SC)C=CC=CC=1. The product is [OH:15][C:16]1[CH:17]=[C:18]([CH:39]=[CH:40][CH:41]=1)[O:19][C:20]1[S:24][C:23]([CH2:25][NH:26][C:27]([C:29]2[CH:30]=[C:31]3[C:36](=[CH:37][CH:38]=2)[N:35]=[CH:34][CH:33]=[CH:32]3)=[O:28])=[CH:22][CH:21]=1. The yield is 0.800. (5) The reactants are [NH2:1][C:2]1[CH:3]=[CH:4][C:5]([C:21]([N:23]2[CH2:28][CH2:27][CH2:26][CH2:25][CH2:24]2)=[O:22])=[C:6]([NH:8][S:9]([C:12]2[C:17]3=[N:18][S:19][N:20]=[C:16]3[CH:15]=[CH:14][CH:13]=2)(=[O:11])=[O:10])[CH:7]=1.[CH:29]1([CH:35]=O)[CH2:34][CH2:33][CH2:32][CH2:31][CH2:30]1.C(O[BH-](OC(=O)C)OC(=O)C)(=O)C.[Na+].[OH-].[Na+]. The catalyst is ClC(Cl)C.C(Cl)Cl. The product is [CH:29]1([CH2:35][NH:1][C:2]2[CH:3]=[CH:4][C:5]([C:21]([N:23]3[CH2:24][CH2:25][CH2:26][CH2:27][CH2:28]3)=[O:22])=[C:6]([NH:8][S:9]([C:12]3[C:17]4=[N:18][S:19][N:20]=[C:16]4[CH:15]=[CH:14][CH:13]=3)(=[O:11])=[O:10])[CH:7]=2)[CH2:34][CH2:33][CH2:32][CH2:31][CH2:30]1. The yield is 0.330. (6) The reactants are Br[C:2]1[CH:3]=[C:4]([NH:8][C:9]2[C:18]3[C:13](=[CH:14][CH:15]=[CH:16][CH:17]=3)[N:12]=[C:11]([CH3:19])[CH:10]=2)[CH:5]=[CH:6][CH:7]=1.[C:20]([O-:23])(O)=O.[Na+]. The catalyst is C1(C)C=CC=CC=1.CCO. The product is [CH3:19][C:11]1[CH:10]=[C:9]([NH:8][C:4]2[CH:3]=[C:2]([C:2]3[CH:3]=[CH:4][CH:5]=[C:6]([CH:20]=[O:23])[CH:7]=3)[CH:7]=[CH:6][CH:5]=2)[C:18]2[C:13](=[CH:14][CH:15]=[CH:16][CH:17]=2)[N:12]=1. The yield is 0.689. (7) The reactants are [N+:1]([O-:4])(O)=[O:2].[F:5][C:6]1[CH:36]=[CH:35][C:9]([O:10][CH2:11][CH2:12][S:13][C:14]2[CH:34]=[CH:33][C:17]([O:18][C:19]3[C:28]4[C:23](=[CH:24][C:25]([O:31][CH3:32])=[C:26]([O:29][CH3:30])[CH:27]=4)[N:22]=[CH:21][CH:20]=3)=[CH:16][CH:15]=2)=[CH:8][CH:7]=1.C(=O)([O-])[OH:38].[Na+]. No catalyst specified. The product is [CH3:30][O:29][C:26]1[CH:27]=[C:28]2[C:23](=[CH:24][C:25]=1[O:31][CH3:32])[N:22]=[CH:21][CH:20]=[C:19]2[O:18][C:17]1[CH:33]=[CH:34][C:14]([S:13]([CH2:12][CH2:11][O:10][C:9]2[CH:8]=[CH:7][C:6]([F:5])=[CH:36][C:35]=2[N+:1]([O-:4])=[O:2])=[O:38])=[CH:15][CH:16]=1. The yield is 0.580.